This data is from Forward reaction prediction with 1.9M reactions from USPTO patents (1976-2016). The task is: Predict the product of the given reaction. (1) Given the reactants [C:1](/[C:4](/[N:7]([CH:12]([CH3:14])[CH3:13])[C:8](=O)[CH2:9][CH3:10])=[CH:5]\[NH2:6])(=[O:3])[CH3:2].[OH-].[Na+].[Cl-].[NH4+], predict the reaction product. The product is: [CH:12]([N:7]1[C:4]([C:1](=[O:3])[CH3:2])=[CH:5][N:6]=[C:8]1[CH2:9][CH3:10])([CH3:14])[CH3:13]. (2) Given the reactants [Br:1][C:2]1[CH:3]=[CH:4][C:5]2[C:10](=[O:11])OC(=O)[NH:7][C:6]=2[CH:13]=1.[CH3:14][N:15]([CH:23]1[CH2:28][CH2:27][NH:26][CH2:25][CH2:24]1)[C:16](=[O:22])[O:17][C:18]([CH3:21])([CH3:20])[CH3:19].O, predict the reaction product. The product is: [NH2:7][C:6]1[CH:13]=[C:2]([Br:1])[CH:3]=[CH:4][C:5]=1[C:10]([N:26]1[CH2:25][CH2:24][CH:23]([N:15]([CH3:14])[C:16](=[O:22])[O:17][C:18]([CH3:19])([CH3:20])[CH3:21])[CH2:28][CH2:27]1)=[O:11]. (3) Given the reactants [F:1][C:2]1[C:7]([O:8][CH3:9])=[CH:6][C:5]([O:10][CH3:11])=[C:4]([F:12])[C:3]=1[N:13]1[CH2:18][C:17]2[CH:19]=[N:20][C:21]3[N:25]([S:26]([C:29]4[CH:34]=[CH:33][CH:32]=[CH:31][CH:30]=4)(=[O:28])=[O:27])[CH:24]=[CH:23][C:22]=3[C:16]=2[N:15]([CH3:35])[C:14]1=[O:36].C([N-]C(C)C)(C)C.[Li+].[CH3:45][N:46]1[CH:50]=[C:49]([CH:51]=[O:52])[CH:48]=[N:47]1, predict the reaction product. The product is: [F:1][C:2]1[C:7]([O:8][CH3:9])=[CH:6][C:5]([O:10][CH3:11])=[C:4]([F:12])[C:3]=1[N:13]1[CH2:18][C:17]2[CH:19]=[N:20][C:21]3[N:25]([S:26]([C:29]4[CH:30]=[CH:31][CH:32]=[CH:33][CH:34]=4)(=[O:27])=[O:28])[C:24]([CH:51]([OH:52])[C:49]4[CH:48]=[N:47][N:46]([CH3:45])[CH:50]=4)=[CH:23][C:22]=3[C:16]=2[N:15]([CH3:35])[C:14]1=[O:36]. (4) Given the reactants [C:1]([CH2:3][NH:4][C:5]([C@@H:7]([NH:12][C:13]1[CH:18]=[CH:17][C:16]([C:19]2[CH:24]=[CH:23][C:22]([N:25]3[CH2:30][CH2:29][N:28](C(OC(C)(C)C)=O)[CH2:27][CH2:26]3)=[CH:21][CH:20]=2)=[CH:15][CH:14]=1)[CH2:8][CH:9]([CH3:11])[CH3:10])=[O:6])#[N:2].CS(O)(=O)=O.C([O-])(O)=O.[Na+], predict the reaction product. The product is: [C:1]([CH2:3][NH:4][C:5](=[O:6])[C@@H:7]([NH:12][C:13]1[CH:18]=[CH:17][C:16]([C:19]2[CH:24]=[CH:23][C:22]([N:25]3[CH2:26][CH2:27][NH:28][CH2:29][CH2:30]3)=[CH:21][CH:20]=2)=[CH:15][CH:14]=1)[CH2:8][CH:9]([CH3:11])[CH3:10])#[N:2]. (5) Given the reactants [C:1](=[O:22])([O:12][C:13]1[CH:18]=[CH:17][C:16]([N+]([O-])=O)=[CH:15][CH:14]=1)[O:2][CH2:3][C:4]1[CH:9]=[C:8]([CH3:10])[N:7]=[C:6]([CH3:11])[CH:5]=1.CC[N:25]([CH:29]([CH3:31])[CH3:30])[CH:26]([CH3:28])[CH3:27].Cl.[CH3:33][O:34][C:35](=[O:47])[C@:36]([CH3:46])([CH2:38]C1C=CC(O)=CC=1)[NH2:37], predict the reaction product. The product is: [CH3:31][C:29]1[CH:30]=[C:4]([CH2:3][O:2][C:1]([NH:37][C@:36]([CH3:38])([C:35]([O:34][CH3:33])=[O:47])[CH2:46][C:16]2[CH:17]=[CH:18][C:13]([O:12][C:1]([O:2][CH2:3][C:4]3[CH:9]=[C:8]([CH3:10])[N:7]=[C:6]([CH3:11])[CH:5]=3)=[O:22])=[CH:14][CH:15]=2)=[O:12])[CH:28]=[C:26]([CH3:27])[N:25]=1. (6) Given the reactants Br[C:2]1[CH:11]=[CH:10][C:9]2[C:4](=[CH:5][C:6]([F:13])=[C:7]([F:12])[CH:8]=2)[C:3]=1[CH:14]=[O:15].[CH2:16]([Sn](CC)(CC)CC)[CH3:17].O, predict the reaction product. The product is: [CH2:16]([C:2]1[CH:11]=[CH:10][C:9]2[C:4](=[CH:5][C:6]([F:13])=[C:7]([F:12])[CH:8]=2)[C:3]=1[CH:14]=[O:15])[CH3:17].